Dataset: NCI-60 drug combinations with 297,098 pairs across 59 cell lines. Task: Regression. Given two drug SMILES strings and cell line genomic features, predict the synergy score measuring deviation from expected non-interaction effect. (1) Drug 1: C1=CN(C(=O)N=C1N)C2C(C(C(O2)CO)O)O.Cl. Drug 2: CCC1(CC2CC(C3=C(CCN(C2)C1)C4=CC=CC=C4N3)(C5=C(C=C6C(=C5)C78CCN9C7C(C=CC9)(C(C(C8N6C=O)(C(=O)OC)O)OC(=O)C)CC)OC)C(=O)OC)O.OS(=O)(=O)O. Cell line: LOX IMVI. Synergy scores: CSS=39.8, Synergy_ZIP=0.0485, Synergy_Bliss=0.488, Synergy_Loewe=-3.81, Synergy_HSA=2.29. (2) Drug 1: C1CN(CCN1C(=O)CCBr)C(=O)CCBr. Drug 2: COCCOC1=C(C=C2C(=C1)C(=NC=N2)NC3=CC=CC(=C3)C#C)OCCOC.Cl. Cell line: HCC-2998. Synergy scores: CSS=26.8, Synergy_ZIP=-0.586, Synergy_Bliss=-4.79, Synergy_Loewe=-3.15, Synergy_HSA=-2.43. (3) Drug 1: C1CCN(CC1)CCOC2=CC=C(C=C2)C(=O)C3=C(SC4=C3C=CC(=C4)O)C5=CC=C(C=C5)O. Drug 2: CC1OCC2C(O1)C(C(C(O2)OC3C4COC(=O)C4C(C5=CC6=C(C=C35)OCO6)C7=CC(=C(C(=C7)OC)O)OC)O)O. Cell line: OVCAR3. Synergy scores: CSS=19.5, Synergy_ZIP=-5.67, Synergy_Bliss=-0.0301, Synergy_Loewe=-6.55, Synergy_HSA=-1.23. (4) Drug 1: CC1=C(C=C(C=C1)NC(=O)C2=CC=C(C=C2)CN3CCN(CC3)C)NC4=NC=CC(=N4)C5=CN=CC=C5. Drug 2: C(CN)CNCCSP(=O)(O)O. Cell line: RPMI-8226. Synergy scores: CSS=5.82, Synergy_ZIP=-3.24, Synergy_Bliss=-3.65, Synergy_Loewe=-1.12, Synergy_HSA=-7.00. (5) Drug 1: C1CCN(CC1)CCOC2=CC=C(C=C2)C(=O)C3=C(SC4=C3C=CC(=C4)O)C5=CC=C(C=C5)O. Drug 2: CC1=C(C=C(C=C1)C(=O)NC2=CC(=CC(=C2)C(F)(F)F)N3C=C(N=C3)C)NC4=NC=CC(=N4)C5=CN=CC=C5. Cell line: 786-0. Synergy scores: CSS=-0.173, Synergy_ZIP=0.268, Synergy_Bliss=2.43, Synergy_Loewe=-0.142, Synergy_HSA=0.388. (6) Drug 1: CCN(CC)CCCC(C)NC1=C2C=C(C=CC2=NC3=C1C=CC(=C3)Cl)OC. Drug 2: C1CNP(=O)(OC1)N(CCCl)CCCl. Cell line: HOP-92. Synergy scores: CSS=20.5, Synergy_ZIP=-7.22, Synergy_Bliss=-1.46, Synergy_Loewe=-22.6, Synergy_HSA=-1.09. (7) Drug 1: CCC1(C2=C(COC1=O)C(=O)N3CC4=CC5=C(C=CC(=C5CN(C)C)O)N=C4C3=C2)O. Drug 2: CN1C=C(C=N1)C2=C3N=C(C(=C(N3N=C2)N)Br)C4CCCNC4. Cell line: UACC62. Synergy scores: CSS=49.0, Synergy_ZIP=-5.91, Synergy_Bliss=-8.32, Synergy_Loewe=-8.54, Synergy_HSA=-2.86. (8) Drug 1: C1=CC(=CC=C1CCC2=CNC3=C2C(=O)NC(=N3)N)C(=O)NC(CCC(=O)O)C(=O)O. Drug 2: CC1OCC2C(O1)C(C(C(O2)OC3C4COC(=O)C4C(C5=CC6=C(C=C35)OCO6)C7=CC(=C(C(=C7)OC)O)OC)O)O. Cell line: M14. Synergy scores: CSS=36.6, Synergy_ZIP=-3.12, Synergy_Bliss=-0.463, Synergy_Loewe=1.81, Synergy_HSA=3.29.